Dataset: Catalyst prediction with 721,799 reactions and 888 catalyst types from USPTO. Task: Predict which catalyst facilitates the given reaction. (1) Reactant: [F:1][C:2]1[CH:30]=[CH:29][CH:28]=[CH:27][C:3]=1[CH2:4][N:5]1[C:9]2=[N:10][CH:11]=[CH:12][CH:13]=[C:8]2[C:7]([C:14]2[N:15]=[C:16](I)[C:17]3[C:22]([CH3:24])([CH3:23])[C:21](=[O:25])[NH:20][C:18]=3[N:19]=2)=[N:6]1.[C:31]([CH:33]1[CH2:35][CH2:34]1)#[CH:32].C(NC(C)C)(C)C. Product: [CH:33]1([C:31]#[C:32][C:16]2[C:17]3[C:22]([CH3:24])([CH3:23])[C:21](=[O:25])[NH:20][C:18]=3[N:19]=[C:14]([C:7]3[C:8]4[C:9](=[N:10][CH:11]=[CH:12][CH:13]=4)[N:5]([CH2:4][C:3]4[CH:27]=[CH:28][CH:29]=[CH:30][C:2]=4[F:1])[N:6]=3)[N:15]=2)[CH2:35][CH2:34]1. The catalyst class is: 700. (2) Reactant: [Cl:1][C:2]1[CH:7]=[CH:6][C:5]([CH:8](Cl)[C:9]2[CH:14]=[CH:13][CH:12]=[CH:11][CH:10]=2)=[C:4]([CH3:16])[CH:3]=1.C([O-])([O-])=O.[K+].[K+].[C-:23]#[N:24].[Na+].O. Product: [Cl:1][C:2]1[CH:7]=[CH:6][C:5]([CH:8]([C:9]2[CH:14]=[CH:13][CH:12]=[CH:11][CH:10]=2)[C:23]#[N:24])=[C:4]([CH3:16])[CH:3]=1. The catalyst class is: 3. (3) Reactant: [CH3:1][N:2]([CH3:22])[S:3]([N:6]1[CH:10]=[C:9]([CH2:11][C:12]2[CH:17]=[CH:16][C:15]([CH3:18])=[C:14]([N+:19]([O-])=O)[CH:13]=2)[N:8]=[CH:7]1)(=[O:5])=[O:4].Cl. Product: [NH2:19][C:14]1[CH:13]=[C:12]([CH:17]=[CH:16][C:15]=1[CH3:18])[CH2:11][C:9]1[N:8]=[CH:7][N:6]([S:3]([N:2]([CH3:1])[CH3:22])(=[O:4])=[O:5])[CH:10]=1. The catalyst class is: 284.